This data is from Reaction yield outcomes from USPTO patents with 853,638 reactions. The task is: Predict the reaction yield, written as a fraction of the theoretical maximum amount of product (1.0 means a 100% yield; for example, 0.34 means a 34% yield). The reactants are C([O:5]C(=O)[CH2:7][CH:8]([NH:23]C(=O)CCCCCCCC[CH2:7][CH2:8][NH:23]C(OC(C)(C)C)=O)C(=O)C[O:5]C1C(F)=C(F)C=C(F)C=1F)(C)(C)C.CO.CCN(C(C)C)C(C)C.[C:56]([OH:62])([C:58]([F:61])([F:60])[F:59])=[O:57]. The catalyst is Cl.O1CCOCC1.CN(C=O)C. The product is [C:56]([OH:62])([C:58]([F:61])([F:60])[F:59])=[O:57].[C:8](#[N:23])[CH3:7].[C:56]([OH:62])([C:58]([F:61])([F:60])[F:59])=[O:57].[OH2:5]. The yield is 0.00100.